This data is from Peptide-MHC class I binding affinity with 185,985 pairs from IEDB/IMGT. The task is: Regression. Given a peptide amino acid sequence and an MHC pseudo amino acid sequence, predict their binding affinity value. This is MHC class I binding data. (1) The peptide sequence is RYRMRHLSK. The MHC is HLA-A11:01 with pseudo-sequence HLA-A11:01. The binding affinity (normalized) is 0.388. (2) The peptide sequence is AERKAERKQR. The MHC is Mamu-B08 with pseudo-sequence Mamu-B08. The binding affinity (normalized) is 0. (3) The peptide sequence is AQTSQWDDPW. The MHC is Mamu-B52 with pseudo-sequence Mamu-B52. The binding affinity (normalized) is 0.558. (4) The peptide sequence is RKLLESQGR. The MHC is HLA-B48:01 with pseudo-sequence HLA-B48:01. The binding affinity (normalized) is 0.0847.